Dataset: CYP2C19 inhibition data for predicting drug metabolism from PubChem BioAssay. Task: Regression/Classification. Given a drug SMILES string, predict its absorption, distribution, metabolism, or excretion properties. Task type varies by dataset: regression for continuous measurements (e.g., permeability, clearance, half-life) or binary classification for categorical outcomes (e.g., BBB penetration, CYP inhibition). Dataset: cyp2c19_veith. The molecule is CCOC(=O)NCc1ccc2c(c1)cc(C)n2C. The result is 1 (inhibitor).